This data is from Forward reaction prediction with 1.9M reactions from USPTO patents (1976-2016). The task is: Predict the product of the given reaction. Given the reactants Cl.Cl[CH2:3][C:4]1[N:8]2[CH:9]=[C:10]([CH3:13])[CH:11]=[CH:12][C:7]2=[N:6][C:5]=1[C:14]1[CH:19]=[CH:18][C:17]([CH3:20])=[CH:16][CH:15]=1.[S:21]1[CH:25]=[N:24][N:23]=[C:22]1[SH:26], predict the reaction product. The product is: [CH3:13][C:10]1[CH:11]=[CH:12][C:7]2[N:8]([C:4]([CH2:3][S:26][C:22]3[S:21][CH:25]=[N:24][N:23]=3)=[C:5]([C:14]3[CH:19]=[CH:18][C:17]([CH3:20])=[CH:16][CH:15]=3)[N:6]=2)[CH:9]=1.